This data is from Forward reaction prediction with 1.9M reactions from USPTO patents (1976-2016). The task is: Predict the product of the given reaction. (1) Given the reactants [Br:1][C:2]1[CH:7]=[CH:6][C:5]([N+:8]([O-:10])=[O:9])=[CH:4][C:3]=1[CH2:11][CH2:12][OH:13].[H-].[Na+].[CH3:16]I, predict the reaction product. The product is: [Br:1][C:2]1[CH:7]=[CH:6][C:5]([N+:8]([O-:10])=[O:9])=[CH:4][C:3]=1[CH2:11][CH2:12][O:13][CH3:16]. (2) Given the reactants [CH3:1][O:2][C:3]1[CH:18]=[CH:17][C:6]([CH2:7][N:8]2[CH:12]=[C:11]([C:13](=O)[CH2:14]Br)[CH:10]=[N:9]2)=[CH:5][CH:4]=1.[NH2:19][C:20]([NH2:22])=[S:21], predict the reaction product. The product is: [CH3:1][O:2][C:3]1[CH:18]=[CH:17][C:6]([CH2:7][N:8]2[CH:12]=[C:11]([C:13]3[N:19]=[C:20]([NH2:22])[S:21][CH:14]=3)[CH:10]=[N:9]2)=[CH:5][CH:4]=1.